From a dataset of Catalyst prediction with 721,799 reactions and 888 catalyst types from USPTO. Predict which catalyst facilitates the given reaction. (1) Reactant: [C:1]([C:5]1[NH:6][C:7](=[O:21])[C:8]2([N:20]=1)[CH2:16][C:15]1[C:10](=[CH:11][CH:12]=[C:13]([N+:17]([O-])=O)[CH:14]=1)[CH2:9]2)([CH3:4])([CH3:3])[CH3:2].CC(C)(C)C(NC1(C(N)=O)CC2C(=CC=C([N+]([O-])=O)C=2)C1)=O.[OH-].[Na+].[NH4+].[Cl-]. Product: [NH2:17][C:13]1[CH:14]=[C:15]2[C:10](=[CH:11][CH:12]=1)[CH2:9][C:8]1([C:7](=[O:21])[NH:6][C:5]([C:1]([CH3:4])([CH3:3])[CH3:2])=[N:20]1)[CH2:16]2. The catalyst class is: 14. (2) Reactant: [CH:1]([N:3]1[CH2:7][CH2:6][CH2:5][C:4]1=[O:8])=[CH2:2].[C:9]([O:12][CH:13]=[CH2:14])(=[O:11])[CH3:10].C(CC(C)(C)C(O[O-])=O)(C)(C)C.O. Product: [CH:1]([N:3]1[CH2:7][CH2:6][CH2:5][C:4]1=[O:8])=[CH2:2].[C:9]([O:12][CH:13]=[CH2:14])(=[O:11])[CH3:10]. The catalyst class is: 32. (3) Reactant: [Cl:1][C:2]1[CH:23]=[CH:22][C:5]([CH2:6][C:7]2[N:8]=[C:9]([C:15]3[CH:20]=[CH:19][N:18]=[C:17]([Cl:21])[CH:16]=3)[S:10][C:11]=2[C:12]([NH2:14])=[O:13])=[CH:4][CH:3]=1.CO[CH:26](OC)[N:27]([CH3:29])[CH3:28]. Product: [Cl:1][C:2]1[CH:3]=[CH:4][C:5]([CH2:6][C:7]2[N:8]=[C:9]([C:15]3[CH:20]=[CH:19][N:18]=[C:17]([Cl:21])[CH:16]=3)[S:10][C:11]=2[C:12]([N:14]=[CH:26][N:27]([CH3:29])[CH3:28])=[O:13])=[CH:22][CH:23]=1. The catalyst class is: 11. (4) Reactant: N[C@H](C(O)=O)CC1C2C(=CC=CC=2)NC=1.CC(O[C@H]1C(O)O[C@H](COP(OP(OC[C@H]2O[C@@H](N3C4N=CN=C(N)C=4N=C3)[C@H](O)[C@@H]2O)(O)=O)(O)=O)[C@H]1O)=O.C1N(CCO)CCN(CCS(O)(=O)=O)C1.[Na+].[Cl-].C(S)[C@@H](O)[C@H](O)CS.C1N=C(N)C2N=CN([C@@H]3O[C@H](COP(OP(OC[C@H]4O[C@@H]([N:110]5[CH:115]=[C:114]([C:116]([NH2:118])=[O:117])[CH2:113][CH:112]=[CH:111]5)[C@H](O)[C@@H]4O)(O)=O)(O)=O)[C@@H](O)[C@H]3O)C=2N=1. Product: [C:116]([NH2:118])(=[O:117])[C:114]1[CH:113]=[CH:112][CH:111]=[N:110][CH:115]=1. The catalyst class is: 16. (5) The catalyst class is: 5. Reactant: [Br:1][C:2]1[C:3](=[O:29])[N:4]([CH2:18][C:19]2[CH:20]=[C:21]([CH:26]=[CH:27][CH:28]=2)[C:22](OC)=[O:23])[CH:5]=[CH:6][C:7]=1[O:8][CH2:9][C:10]1[CH:15]=[CH:14][C:13]([F:16])=[CH:12][C:11]=1[F:17].[NH3:30]. Product: [Br:1][C:2]1[C:3](=[O:29])[N:4]([CH2:18][C:19]2[CH:20]=[C:21]([CH:26]=[CH:27][CH:28]=2)[C:22]([NH2:30])=[O:23])[CH:5]=[CH:6][C:7]=1[O:8][CH2:9][C:10]1[CH:15]=[CH:14][C:13]([F:16])=[CH:12][C:11]=1[F:17].